Dataset: Reaction yield outcomes from USPTO patents with 853,638 reactions. Task: Predict the reaction yield, written as a fraction of the theoretical maximum amount of product (1.0 means a 100% yield; for example, 0.34 means a 34% yield). The reactants are [CH2:1]([O:3][C:4](=[O:27])[CH2:5][C:6]1[CH:11]=[C:10]([O:12][CH2:13][C:14]([F:17])([F:16])[F:15])[C:9]([N+:18]([O-])=O)=[C:8]([O:21][CH2:22][C:23]([F:26])([F:25])[F:24])[CH:7]=1)[CH3:2]. The catalyst is CCO.[Pd]. The product is [CH2:1]([O:3][C:4](=[O:27])[CH2:5][C:6]1[CH:7]=[C:8]([O:21][CH2:22][C:23]([F:25])([F:24])[F:26])[C:9]([NH2:18])=[C:10]([O:12][CH2:13][C:14]([F:16])([F:17])[F:15])[CH:11]=1)[CH3:2]. The yield is 0.900.